From a dataset of Reaction yield outcomes from USPTO patents with 853,638 reactions. Predict the reaction yield, written as a fraction of the theoretical maximum amount of product (1.0 means a 100% yield; for example, 0.34 means a 34% yield). (1) The reactants are [C:1]([O:5][C:6]([NH:8][C@H:9]([CH2:16][OH:17])[CH2:10][CH2:11][C:12]([O:14][CH3:15])=[O:13])=[O:7])([CH3:4])([CH3:3])[CH3:2].CO[C:20]([CH3:22])=[CH2:21]. The catalyst is CC(C)=O.B(F)(F)F.CCOCC. The product is [CH3:15][O:14][C:12](=[O:13])[CH2:11][CH2:10][C@H:9]1[CH2:16][O:17][C:20]([CH3:22])([CH3:21])[N:8]1[C:6]([O:5][C:1]([CH3:2])([CH3:4])[CH3:3])=[O:7]. The yield is 0.900. (2) The reactants are [NH2:1][C:2]1[C:11]2[C:6](=[C:7](Br)[CH:8]=[CH:9][CH:10]=2)[N:5]=[N:4][C:3]=1[C:13]([NH:15][CH2:16][CH2:17][CH3:18])=[O:14].[F:19][C:20]1[CH:25]=[CH:24][CH:23]=[C:22]([O:26][CH3:27])[C:21]=1B(O)O. No catalyst specified. The product is [NH2:1][C:2]1[C:11]2[C:6](=[C:7]([C:21]3[C:22]([O:26][CH3:27])=[CH:23][CH:24]=[CH:25][C:20]=3[F:19])[CH:8]=[CH:9][CH:10]=2)[N:5]=[N:4][C:3]=1[C:13]([NH:15][CH2:16][CH2:17][CH3:18])=[O:14]. The yield is 0.420. (3) The reactants are CC1C=CC(S(O[CH2:12][CH2:13][CH2:14][NH:15][C:16]2[CH:21]=[CH:20][C:19]([C:22]#[N:23])=[CH:18][CH:17]=2)(=O)=O)=CC=1.[CH2:24]1[CH:28]2[CH2:29][NH:30][CH2:31][CH:27]2[CH2:26][N:25]1[C:32]([O:34][C:35]([CH3:38])([CH3:37])[CH3:36])=[O:33].C([O-])([O-])=O.[K+].[K+]. The catalyst is CC#N. The product is [C:22]([C:19]1[CH:18]=[CH:17][C:16]([NH:15][CH2:14][CH2:13][CH2:12][N:30]2[CH2:29][CH:28]3[CH2:24][N:25]([C:32]([O:34][C:35]([CH3:38])([CH3:37])[CH3:36])=[O:33])[CH2:26][CH:27]3[CH2:31]2)=[CH:21][CH:20]=1)#[N:23]. The yield is 0.820. (4) The reactants are [F:8][C:7]([F:10])([F:9])[C:6](O[C:6](=[O:11])[C:7]([F:10])([F:9])[F:8])=[O:11].[NH2:14][C:15]1[CH:20]=[CH:19][N:18]2[N:21]=[CH:22][C:23]([CH:24]=[O:25])=[C:17]2[CH:16]=1.CCN(CC)CC. The catalyst is C(Cl)Cl. The product is [F:10][C:7]([F:8])([F:9])[C:6]([NH:14][C:15]1[CH:20]=[CH:19][N:18]2[N:21]=[CH:22][C:23]([CH:24]=[O:25])=[C:17]2[CH:16]=1)=[O:11]. The yield is 0.720. (5) The reactants are [F:1][C:2]1[CH:10]=[CH:9][C:5]([C:6]([OH:8])=[O:7])=[C:4]([CH3:11])[CH:3]=1.O=S(Cl)Cl.[CH3:16]O. No catalyst specified. The product is [CH3:16][O:7][C:6](=[O:8])[C:5]1[CH:9]=[CH:10][C:2]([F:1])=[CH:3][C:4]=1[CH3:11]. The yield is 0.907. (6) The reactants are [Cl:1][C:2]1[N:7]=[CH:6][C:5]([NH2:8])=[C:4]([NH:9][CH:10]2[CH2:15][CH2:14][O:13][CH2:12][CH2:11]2)[CH:3]=1.[CH:16](OC)(OC)OC. The product is [Cl:1][C:2]1[N:7]=[CH:6][C:5]2[N:8]=[CH:16][N:9]([CH:10]3[CH2:15][CH2:14][O:13][CH2:12][CH2:11]3)[C:4]=2[CH:3]=1. The catalyst is C(O)=O. The yield is 0.720.